From a dataset of Peptide-MHC class I binding affinity with 185,985 pairs from IEDB/IMGT. Regression. Given a peptide amino acid sequence and an MHC pseudo amino acid sequence, predict their binding affinity value. This is MHC class I binding data. (1) The peptide sequence is SLFIESSICL. The MHC is HLA-A02:01 with pseudo-sequence HLA-A02:01. The binding affinity (normalized) is 0.762. (2) The peptide sequence is RVYKNYDPR. The MHC is HLA-B08:01 with pseudo-sequence HLA-B08:01. The binding affinity (normalized) is 0.0847. (3) The peptide sequence is YQKKNASVY. The MHC is HLA-A02:01 with pseudo-sequence HLA-A02:01. The binding affinity (normalized) is 0.0847. (4) The peptide sequence is SRILFAQEK. The MHC is HLA-A11:01 with pseudo-sequence HLA-A11:01. The binding affinity (normalized) is 0.385. (5) The peptide sequence is YMRERFEPM. The MHC is HLA-C05:01 with pseudo-sequence HLA-C05:01. The binding affinity (normalized) is 0.0847. (6) The peptide sequence is IVYLCPVL. The MHC is H-2-Db with pseudo-sequence H-2-Db. The binding affinity (normalized) is 0.286. (7) The peptide sequence is YMYDFKDL. The MHC is HLA-A02:02 with pseudo-sequence HLA-A02:02. The binding affinity (normalized) is 0.575. (8) The peptide sequence is EMLASIDLKY. The MHC is HLA-A30:02 with pseudo-sequence HLA-A30:02. The binding affinity (normalized) is 0.408.